The task is: Regression. Given two drug SMILES strings and cell line genomic features, predict the synergy score measuring deviation from expected non-interaction effect.. This data is from NCI-60 drug combinations with 297,098 pairs across 59 cell lines. (1) Drug 1: CNC(=O)C1=CC=CC=C1SC2=CC3=C(C=C2)C(=NN3)C=CC4=CC=CC=N4. Drug 2: C1C(C(OC1N2C=C(C(=O)NC2=O)F)CO)O. Cell line: SNB-75. Synergy scores: CSS=44.2, Synergy_ZIP=-0.401, Synergy_Bliss=-0.852, Synergy_Loewe=-15.4, Synergy_HSA=0.339. (2) Drug 1: CC1=C(C=C(C=C1)NC(=O)C2=CC=C(C=C2)CN3CCN(CC3)C)NC4=NC=CC(=N4)C5=CN=CC=C5. Drug 2: C1C(C(OC1N2C=NC3=C2NC=NCC3O)CO)O. Cell line: SK-MEL-2. Synergy scores: CSS=-15.8, Synergy_ZIP=-0.0236, Synergy_Bliss=-11.1, Synergy_Loewe=-16.9, Synergy_HSA=-14.7. (3) Drug 1: CC1=CC2C(CCC3(C2CCC3(C(=O)C)OC(=O)C)C)C4(C1=CC(=O)CC4)C. Drug 2: C1C(C(OC1N2C=NC3=C2NC=NCC3O)CO)O. Cell line: NCI-H322M. Synergy scores: CSS=-1.83, Synergy_ZIP=0.685, Synergy_Bliss=-3.48, Synergy_Loewe=-8.45, Synergy_HSA=-7.64. (4) Drug 1: C1CC(C1)(C(=O)O)C(=O)O.[NH2-].[NH2-].[Pt+2]. Drug 2: CN(C(=O)NC(C=O)C(C(C(CO)O)O)O)N=O. Cell line: KM12. Synergy scores: CSS=9.18, Synergy_ZIP=3.64, Synergy_Bliss=6.79, Synergy_Loewe=8.62, Synergy_HSA=6.49.